This data is from Peptide-MHC class I binding affinity with 185,985 pairs from IEDB/IMGT. The task is: Regression. Given a peptide amino acid sequence and an MHC pseudo amino acid sequence, predict their binding affinity value. This is MHC class I binding data. (1) The binding affinity (normalized) is 0.549. The MHC is HLA-A03:01 with pseudo-sequence HLA-A03:01. The peptide sequence is SLSAYIIRV. (2) The peptide sequence is ISLWGSLLK. The MHC is HLA-B39:01 with pseudo-sequence HLA-B39:01. The binding affinity (normalized) is 0.0847. (3) The peptide sequence is LPYPQPQPF. The MHC is HLA-B07:02 with pseudo-sequence HLA-B07:02. The binding affinity (normalized) is 0.608. (4) The peptide sequence is GLMWLSYFV. The MHC is HLA-A02:06 with pseudo-sequence HLA-A02:06. The binding affinity (normalized) is 0.865. (5) The binding affinity (normalized) is 0.611. The MHC is HLA-A02:01 with pseudo-sequence HLA-A02:01. The peptide sequence is AMTMFYPGV. (6) The peptide sequence is SPAIFQSSM. The MHC is HLA-B44:02 with pseudo-sequence HLA-B44:02. The binding affinity (normalized) is 0. (7) The binding affinity (normalized) is 0.110. The peptide sequence is ITLVVISVI. The MHC is HLA-A02:02 with pseudo-sequence HLA-A02:02. (8) The peptide sequence is YKEPNSIIL. The MHC is HLA-B38:01 with pseudo-sequence HLA-B38:01. The binding affinity (normalized) is 0.343. (9) The peptide sequence is EIPQFMIGL. The binding affinity (normalized) is 0.0847. The MHC is HLA-B57:01 with pseudo-sequence HLA-B57:01.